From a dataset of Reaction yield outcomes from USPTO patents with 853,638 reactions. Predict the reaction yield, written as a fraction of the theoretical maximum amount of product (1.0 means a 100% yield; for example, 0.34 means a 34% yield). (1) The reactants are [O:1]=[C:2]1[NH:6][C:5]2[CH:7]=[CH:8][C:9]([CH:11]=[O:12])=[CH:10][C:4]=2[S:3]1.Br[CH2:14][CH2:15][CH2:16][OH:17].C(=O)([O-])[O-].[K+].[K+].[I-].[K+]. The catalyst is C(#N)C. The product is [OH:17][CH2:16][CH2:15][CH2:14][N:6]1[C:5]2[CH:7]=[CH:8][C:9]([CH:11]=[O:12])=[CH:10][C:4]=2[S:3][C:2]1=[O:1]. The yield is 0.990. (2) The reactants are BrC[C:3]1([O:25][CH3:26])[CH:11]=[C:10]2[C:6](=[C:7]([C:23]#[N:24])[CH:8]([C:14]3[CH:19]=[CH:18][C:17]([N+:20]([O-:22])=[O:21])=[CH:16][CH:15]=3)[N:9]2[CH2:12][CH3:13])[CH:5]=[CH:4]1.[NH:27]1[CH2:32][CH2:31][O:30][CH2:29][CH2:28]1.Cl[CH2:34]CCl. No catalyst specified. The product is [CH2:12]([N:9]1[C:10]2[C:6](=[CH:5][C:4]([CH2:34][N:27]3[CH2:32][CH2:31][O:30][CH2:29][CH2:28]3)=[C:3]([O:25][CH3:26])[CH:11]=2)[C:7]([C:23]#[N:24])=[C:8]1[C:14]1[CH:15]=[CH:16][C:17]([N+:20]([O-:22])=[O:21])=[CH:18][CH:19]=1)[CH3:13]. The yield is 0.440. (3) The reactants are [Cl:1][C:2]1[C:3]([N:8]2[CH2:17][CH2:16][C:15]3[C:14](=O)[NH:13][CH:12]=[N:11][C:10]=3[CH2:9]2)=[N:4][CH:5]=[CH:6][CH:7]=1.O=P(Cl)(Cl)[Cl:21].CN(C)C1C=CC=CC=1.C([O-])(O)=O.[Na+]. The catalyst is ClCCCl.C(OCC)(=O)C.O. The product is [Cl:21][C:14]1[C:15]2[CH2:16][CH2:17][N:8]([C:3]3[C:2]([Cl:1])=[CH:7][CH:6]=[CH:5][N:4]=3)[CH2:9][C:10]=2[N:11]=[CH:12][N:13]=1. The yield is 0.320.